Dataset: Forward reaction prediction with 1.9M reactions from USPTO patents (1976-2016). Task: Predict the product of the given reaction. (1) The product is: [F:19][C:20]1[CH:21]=[CH:22][C:23]([CH:26]2[CH2:32][CH:31]3[NH:33][CH:28]([CH2:29][CH2:30]3)[CH:27]2[OH:42])=[CH:24][CH:25]=1. Given the reactants C(=O)(OCC(Cl)(Cl)Cl)N.C(=O)([O-])OCC(Cl)(Cl)Cl.[F:19][C:20]1[CH:25]=[CH:24][C:23]([CH:26]2[CH2:32][CH:31]3[N:33](C(OCC(Cl)(Cl)Cl)=O)[CH:28]([CH2:29][CH2:30]3)[CH:27]2[O:42]C(OCC(Cl)(Cl)Cl)=O)=[CH:22][CH:21]=1, predict the reaction product. (2) Given the reactants C(OC([N:8]1[CH2:13][CH2:12][N:11]([CH:14]2[CH2:19][CH2:18][N:17]([C:20](=[O:25])[NH:21][CH:22]([CH3:24])[CH3:23])[CH2:16][CH2:15]2)[CH2:10][CH2:9]1)=O)(C)(C)C.[F:26][C:27]([F:32])([F:31])[C:28]([OH:30])=[O:29], predict the reaction product. The product is: [F:26][C:27]([F:32])([F:31])[C:28]([OH:30])=[O:29].[CH:22]([NH:21][C:20]([N:17]1[CH2:18][CH2:19][CH:14]([N:11]2[CH2:12][CH2:13][NH:8][CH2:9][CH2:10]2)[CH2:15][CH2:16]1)=[O:25])([CH3:24])[CH3:23]. (3) Given the reactants [CH3:1][CH:2]([CH3:19])[C:3]([NH:5][C:6]1[CH:11]=[CH:10][C:9]([CH3:12])=[C:8]([CH:13]2[CH2:18][CH2:17][NH:16][CH2:15][CH2:14]2)[CH:7]=1)=[O:4].Cl[CH2:21][CH2:22][CH2:23][CH:24]([C:32]1[CH:37]=[CH:36][C:35]([F:38])=[CH:34][CH:33]=1)[C:25]1[CH:30]=[CH:29][C:28]([F:31])=[CH:27][CH:26]=1.[Na+].[I-].C([O-])([O-])=O.[K+].[K+], predict the reaction product. The product is: [F:31][C:28]1[CH:27]=[CH:26][C:25]([CH:24]([C:32]2[CH:33]=[CH:34][C:35]([F:38])=[CH:36][CH:37]=2)[CH2:23][CH2:22][CH2:21][N:16]2[CH2:17][CH2:18][CH:13]([C:8]3[CH:7]=[C:6]([NH:5][C:3](=[O:4])[CH:2]([CH3:19])[CH3:1])[CH:11]=[CH:10][C:9]=3[CH3:12])[CH2:14][CH2:15]2)=[CH:30][CH:29]=1. (4) Given the reactants Cl.[S:2]1[C:10]2[CH2:9][CH2:8][NH:7][CH2:6][C:5]=2[CH:4]=[CH:3]1.[CH3:11][O:12][C:13](=[O:23])[CH:14]([C:16]1[CH:21]=[CH:20][CH:19]=[CH:18][C:17]=1[Cl:22])Br.O, predict the reaction product. The product is: [CH3:11][O:12][C:13]([C@@H:14]([N:7]1[CH2:6][C:5]2[CH:4]=[CH:3][S:2][C:10]=2[CH2:9][CH2:8]1)[C:16]1[CH:21]=[CH:20][CH:19]=[CH:18][C:17]=1[Cl:22])=[O:23]. (5) Given the reactants [Cl:1][C:2]1[CH:15]=[CH:14][C:13]2[S:12][C:11]3[C:6](=[CH:7][CH:8]=[CH:9][CH:10]=3)[N:5]([CH:16]3[CH2:21][CH2:20][CH2:19][NH:18][CH2:17]3)[C:4]=2[CH:3]=1.[N:22]1[CH:27]=[CH:26][CH:25]=[C:24](C=O)[CH:23]=1.[C:30](O[BH-](OC(=O)C)OC(=O)C)(=O)C.[Na+], predict the reaction product. The product is: [Cl:1][C:2]1[CH:15]=[CH:14][C:13]2[S:12][C:11]3[C:6](=[CH:7][CH:8]=[CH:9][CH:10]=3)[N:5]([CH:16]3[CH2:21][CH2:20][CH2:19][N:18]([C:24]4[CH:23]=[N:22][CH:27]=[CH:26][CH:25]=4)[CH:17]3[CH3:30])[C:4]=2[CH:3]=1.[ClH:1]. (6) The product is: [NH2:1][C@H:2]1[CH2:7][CH2:6][CH2:5][CH2:4][C@H:3]1[NH:8][C:9]1[CH:16]=[CH:15][C:12]([C:13]([NH2:14])=[O:26])=[C:11]([NH:17][C:18]2[CH:23]=[C:22]([CH3:24])[CH:21]=[C:20]([CH3:25])[N:19]=2)[CH:10]=1. Given the reactants [NH2:1][C@H:2]1[CH2:7][CH2:6][CH2:5][CH2:4][C@H:3]1[NH:8][C:9]1[CH:16]=[CH:15][C:12]([C:13]#[N:14])=[C:11]([NH:17][C:18]2[CH:23]=[C:22]([CH3:24])[CH:21]=[C:20]([CH3:25])[N:19]=2)[CH:10]=1.[OH-:26].[Na+].OO, predict the reaction product. (7) Given the reactants F[P-](F)(F)(F)(F)F.N1(O[P+](N(C)C)(N(C)C)N(C)C)C2C=CC=CC=2N=N1.[Cl-].FC(F)(F)C(O)=O.[NH2:36][C:37]1[CH:38]=[C:39]2[C:43](=[CH:44][CH:45]=1)[NH:42][C:41]([C:46]([NH:48][CH2:49][C:50]1[CH:55]=[CH:54][C:53]([Cl:56])=[C:52]([O:57][C:58]3[CH:63]=[C:62]([C:64]#[N:65])[CH:61]=[C:60]([Cl:66])[CH:59]=3)[C:51]=1[F:67])=[O:47])=[CH:40]2.[CH3:68][N:69]([CH3:74])[CH2:70][C:71](O)=[O:72].C(N(C(C)C)CC)(C)C, predict the reaction product. The product is: [Cl:56][C:53]1[CH:54]=[CH:55][C:50]([CH2:49][NH:48][C:46]([C:41]2[NH:42][C:43]3[C:39]([CH:40]=2)=[CH:38][C:37]([NH:36][C:71](=[O:72])[CH2:70][N:69]([CH3:74])[CH3:68])=[CH:45][CH:44]=3)=[O:47])=[C:51]([F:67])[C:52]=1[O:57][C:58]1[CH:63]=[C:62]([C:64]#[N:65])[CH:61]=[C:60]([Cl:66])[CH:59]=1.